This data is from Retrosynthesis with 50K atom-mapped reactions and 10 reaction types from USPTO. The task is: Predict the reactants needed to synthesize the given product. (1) The reactants are: CCC(CC)(c1ccc(O)c(C)c1)c1ccc(C#CC(OCOC)(C(F)(F)F)C(F)(F)F)c(C)c1.O=C1CCC[C@@H](CO)O1. Given the product CCC(CC)(c1ccc(C#CC(OCOC)(C(F)(F)F)C(F)(F)F)c(C)c1)c1ccc(OC[C@@H]2CCCC(=O)O2)c(C)c1, predict the reactants needed to synthesize it. (2) Given the product COc1ccc(-c2ccc(C)cc2)cc1, predict the reactants needed to synthesize it. The reactants are: COc1ccc(Br)cc1.Cc1ccc(B(O)O)cc1. (3) Given the product COC(=O)c1cc(Cl)ccc1OCCSC, predict the reactants needed to synthesize it. The reactants are: COC(=O)c1cc(Cl)ccc1O.CSCCCl.